From a dataset of Catalyst prediction with 721,799 reactions and 888 catalyst types from USPTO. Predict which catalyst facilitates the given reaction. (1) Reactant: [N:1]1[CH:6]=[CH:5][CH:4]=[CH:3][C:2]=1[C:7]#[C:8][CH2:9][CH2:10][NH2:11].Cl[C:13]1[S:14][C:15]2[CH:21]=[CH:20][CH:19]=[CH:18][C:16]=2[N:17]=1.CCN(C(C)C)C(C)C. Product: [N:1]1[CH:6]=[CH:5][CH:4]=[CH:3][C:2]=1[C:7]#[C:8][CH2:9][CH2:10][NH:11][C:13]1[S:14][C:15]2[CH:21]=[CH:20][CH:19]=[CH:18][C:16]=2[N:17]=1. The catalyst class is: 3. (2) Reactant: [CH:1]1([C:4](=O)[CH2:5][C:6]([N:8]2[CH2:48][CH2:47][C:11]3[N:12]=[C:13]([C:26]4[C:34]([CH3:35])=[CH:33][CH:32]=[C:31]5[C:27]=4[C:28]([CH3:46])=[N:29][N:30]5[S:36]([C:39]4[CH:45]=[CH:44][C:42]([CH3:43])=[CH:41][CH:40]=4)(=[O:38])=[O:37])[N:14]=[C:15]([N:16]4[CH2:21]C[C@@H](OC)[C:18](C)(C)[CH2:17]4)[C:10]=3[CH2:9]2)=O)[CH2:3][CH2:2]1.[CH2:50]1[CH2:54][O:53][CH2:52][CH2:51]1.[CH3:55][NH:56][NH2:57].[CH3:58]OC1C=CC(P2(SP(C3C=CC(OC)=CC=3)(=S)S2)=S)=CC=1. Product: [CH:1]1([C:4]2[CH:5]=[C:6]([N:8]3[CH2:48][CH2:47][C:11]4[N:12]=[C:13]([C:26]5[C:34]([CH3:35])=[CH:33][CH:32]=[C:31]6[C:27]=5[C:28]([CH3:46])=[N:29][N:30]6[S:36]([C:39]5[CH:45]=[CH:44][C:42]([CH3:43])=[CH:41][CH:40]=5)(=[O:38])=[O:37])[N:14]=[C:15]([N:16]5[CH2:17][CH2:18][C@@H:54]([O:53][CH3:52])[C:50]([CH3:51])([CH3:58])[CH2:21]5)[C:10]=4[CH2:9]3)[N:56]([CH3:55])[N:57]=2)[CH2:2][CH2:3]1. The catalyst class is: 17. (3) The catalyst class is: 6. Reactant: [O:1]1[C:5]2([CH2:10][CH2:9][CH:8]([CH2:11][CH2:12][N:13]3[CH2:18][CH2:17][N:16]([C:19]4[CH:24]=[CH:23][CH:22]=[C:21]([C:25](OCC)=[O:26])[CH:20]=4)[CH2:15][CH2:14]3)[CH2:7][CH2:6]2)[O:4][CH2:3][CH2:2]1.[H-].[Al+3].[Li+].[H-].[H-].[H-].[OH-].[Na+].S([O-])([O-])(=O)=O.[Mg+2]. Product: [O:4]1[C:5]2([CH2:10][CH2:9][CH:8]([CH2:11][CH2:12][N:13]3[CH2:14][CH2:15][N:16]([C:19]4[CH:24]=[CH:23][CH:22]=[C:21]([CH2:25][OH:26])[CH:20]=4)[CH2:17][CH2:18]3)[CH2:7][CH2:6]2)[O:1][CH2:2][CH2:3]1. (4) Reactant: [Cl:1][C:2]1[CH:10]=[CH:9][C:8]2[N:7]([CH2:11][C:12]([C:15]3[CH:20]=[CH:19][C:18]([F:21])=[CH:17][CH:16]=3)(O)[CH3:13])[C:6]3[CH2:22][CH2:23][N:24]([CH3:27])[CH2:25][CH2:26][C:5]=3[C:4]=2[CH:3]=1.OS(O)(=O)=O.[OH-].[K+]. Product: [Cl:1][C:2]1[CH:10]=[CH:9][C:8]2[N:7](/[CH:11]=[C:12](/[C:15]3[CH:20]=[CH:19][C:18]([F:21])=[CH:17][CH:16]=3)\[CH3:13])[C:6]3[CH2:22][CH2:23][N:24]([CH3:27])[CH2:25][CH2:26][C:5]=3[C:4]=2[CH:3]=1. The catalyst class is: 6. (5) Reactant: [Cl:1][C:2]1[CH:3]=[C:4]([C:17]([NH:19][C@H:20]([C:22]2[CH:31]=[CH:30][C:25]([C:26]([O:28]C)=[O:27])=[CH:24][CH:23]=2)[CH3:21])=[O:18])[C:5]([O:8][C:9]2[CH:14]=[CH:13][CH:12]=[C:11]([Cl:15])[C:10]=2[CH3:16])=[N:6][CH:7]=1.[OH-].[Na+].Cl. Product: [Cl:1][C:2]1[CH:3]=[C:4]([C:17]([NH:19][C@H:20]([C:22]2[CH:23]=[CH:24][C:25]([C:26]([OH:28])=[O:27])=[CH:30][CH:31]=2)[CH3:21])=[O:18])[C:5]([O:8][C:9]2[CH:14]=[CH:13][CH:12]=[C:11]([Cl:15])[C:10]=2[CH3:16])=[N:6][CH:7]=1. The catalyst class is: 9. (6) Reactant: [CH3:1][O:2][C:3](=[O:25])[C:4]1[CH:9]=[CH:8][C:7]([NH:10]C(=O)C)=[C:6]([C:14]#[C:15][CH2:16][CH2:17][O:18][CH:19]2[CH2:24][CH2:23][CH2:22][CH2:21][O:20]2)[CH:5]=1.[F-].C([N+](CCCC)(CCCC)CCCC)CCC. Product: [CH3:1][O:2][C:3]([C:4]1[CH:5]=[C:6]2[C:7](=[CH:8][CH:9]=1)[NH:10][C:15]([CH2:16][CH2:17][O:18][CH:19]1[CH2:24][CH2:23][CH2:22][CH2:21][O:20]1)=[CH:14]2)=[O:25]. The catalyst class is: 1.